From a dataset of Reaction yield outcomes from USPTO patents with 853,638 reactions. Predict the reaction yield, written as a fraction of the theoretical maximum amount of product (1.0 means a 100% yield; for example, 0.34 means a 34% yield). (1) The reactants are [CH:1]1([C:4](=O)[CH:5]([NH:10][C:11]([C:13]2[CH:18]=[CH:17][CH:16]=[C:15]([C:19]([F:22])([F:21])[F:20])[CH:14]=2)=O)[C:6]([O:8][CH3:9])=[O:7])[CH2:3][CH2:2]1.COC1C=CC(P2(=S)SP(=S)(C3C=CC(OC)=CC=3)[S:33]2)=CC=1.C(=O)([O-])O.[Na+]. The catalyst is O1CCCC1. The product is [CH:1]1([C:4]2[S:33][C:11]([C:13]3[CH:18]=[CH:17][CH:16]=[C:15]([C:19]([F:22])([F:21])[F:20])[CH:14]=3)=[N:10][C:5]=2[C:6]([O:8][CH3:9])=[O:7])[CH2:3][CH2:2]1. The yield is 0.860. (2) The reactants are [CH3:1][N:2]1[CH:6]=[C:5]([C:7]2[CH:8]=[N:9][C:10]3[C:15]([CH:16]=2)=[CH:14][C:13]([CH:17]([CH3:22])[C:18]([NH:20][NH2:21])=O)=[CH:12][CH:11]=3)[CH:4]=[N:3]1.[Cl:23][C:24]1[N:25]=[N:26][C:27](Cl)=[CH:28][CH:29]=1. The catalyst is CCCCO. The product is [Cl:23][C:24]1[CH:29]=[CH:28][C:27]2[N:20]([C:18]([CH:17]([C:13]3[CH:14]=[C:15]4[C:10](=[CH:11][CH:12]=3)[N:9]=[CH:8][C:7]([C:5]3[CH:4]=[N:3][N:2]([CH3:1])[CH:6]=3)=[CH:16]4)[CH3:22])=[N:25][N:26]=2)[N:21]=1. The yield is 0.570. (3) The reactants are C=O.[CH:3]([S:6]([N:9]1[C:13]2[CH:14]=[C:15]([C:18]3[N:22]([CH:23]4[CH2:28][CH2:27][NH:26][CH2:25][CH2:24]4)[CH:21]=[N:20][C:19]=3[C:29]3[CH:34]=[CH:33][CH:32]=[CH:31][CH:30]=3)[CH:16]=[CH:17][C:12]=2[N:11]=[C:10]1[NH2:35])(=[O:8])=[O:7])([CH3:5])[CH3:4].[C:36](O)(=O)C.C([BH3-])#N.[Na+]. The catalyst is CO. The product is [CH:3]([S:6]([N:9]1[C:13]2[CH:14]=[C:15]([C:18]3[N:22]([CH:23]4[CH2:28][CH2:27][N:26]([CH3:36])[CH2:25][CH2:24]4)[CH:21]=[N:20][C:19]=3[C:29]3[CH:34]=[CH:33][CH:32]=[CH:31][CH:30]=3)[CH:16]=[CH:17][C:12]=2[N:11]=[C:10]1[NH2:35])(=[O:7])=[O:8])([CH3:5])[CH3:4]. The yield is 0.790. (4) The reactants are [C:1]([O:5][C:6](=[O:23])[NH:7][C@@H:8]1[CH2:13][CH2:12][CH2:11][CH2:10][C@H:9]1[N:14]([C:19](=[O:22])[CH:20]=[CH2:21])[CH2:15][CH2:16]C=C)([CH3:4])([CH3:3])[CH3:2]. The catalyst is ClCCl.C1CCC([P+](C([P+](C2CCCCC2)(C2CCCCC2)C2CCCCC2)C2C=CC=CC=2)(C2CCCCC2)C2CCCCC2)CC1.Cl[Ru]Cl.CC([O-])C.CC([O-])C.CC([O-])C.CC([O-])C.[Ti+4]. The product is [C:1]([O:5][C:6](=[O:23])[NH:7][C@@H:8]1[CH2:13][CH2:12][CH2:11][CH2:10][C@H:9]1[N:14]1[C:19](=[O:22])[CH:20]=[CH:21][CH2:16][CH2:15]1)([CH3:2])([CH3:3])[CH3:4]. The yield is 0.960. (5) The catalyst is C1C=CC([P]([Pd]([P](C2C=CC=CC=2)(C2C=CC=CC=2)C2C=CC=CC=2)([P](C2C=CC=CC=2)(C2C=CC=CC=2)C2C=CC=CC=2)[P](C2C=CC=CC=2)(C2C=CC=CC=2)C2C=CC=CC=2)(C2C=CC=CC=2)C2C=CC=CC=2)=CC=1.C1C=CC(P(C2C=CC=CC=2)[C-]2C=CC=C2)=CC=1.C1C=CC(P(C2C=CC=CC=2)[C-]2C=CC=C2)=CC=1.Cl[Pd]Cl.[Fe+2].C(Cl)Cl.COCCOC. The yield is 0.780. The product is [C:1]([O:5][C:6]([N:8]1[CH2:12][CH2:11][CH2:10][CH:9]1[C:13]1[NH:14][C:15]([C:23]2[CH:24]=[CH:25][C:20]([Cl:19])=[CH:21][C:22]=2[CH:29]=[O:30])=[CH:16][N:17]=1)=[O:7])([CH3:4])([CH3:3])[CH3:2]. The reactants are [C:1]([O:5][C:6]([N:8]1[CH2:12][CH2:11][CH2:10][CH:9]1[C:13]1[NH:14][C:15](Br)=[CH:16][N:17]=1)=[O:7])([CH3:4])([CH3:3])[CH3:2].[Cl:19][C:20]1[CH:25]=[CH:24][C:23](B(O)O)=[C:22]([CH:29]=[O:30])[CH:21]=1. (6) The reactants are Cl.[CH3:2][O:3][C:4](=[O:10])[C@@H:5]1[CH2:9][CH2:8][CH2:7][NH:6]1.C(N(CC)CC)C.[Cl:18][C:19]1[CH:20]=[C:21]([S:26](Cl)(=[O:28])=[O:27])[CH:22]=[C:23]([Cl:25])[CH:24]=1. The catalyst is C(Cl)Cl. The product is [CH3:2][O:3][C:4](=[O:10])[C@@H:5]1[CH2:9][CH2:8][CH2:7][N:6]1[S:26]([C:21]1[CH:20]=[C:19]([Cl:18])[CH:24]=[C:23]([Cl:25])[CH:22]=1)(=[O:28])=[O:27]. The yield is 0.770.